This data is from Forward reaction prediction with 1.9M reactions from USPTO patents (1976-2016). The task is: Predict the product of the given reaction. (1) Given the reactants Cl.[S:2]1[CH:6]=[CH:5][C:4]2[C:7]([N:11]3[CH2:16][CH2:15][NH:14][CH2:13][CH2:12]3)=[CH:8][CH:9]=[CH:10][C:3]1=2.C(=O)([O-])[O-].[K+].[K+].[C:23]([O:26][CH2:27][CH2:28][CH2:29][CH2:30]Br)(=[O:25])[CH3:24].O, predict the reaction product. The product is: [C:23]([O:26][CH2:27][CH2:28][CH2:29][CH2:30][N:14]1[CH2:15][CH2:16][N:11]([C:7]2[C:4]3[CH:5]=[CH:6][S:2][C:3]=3[CH:10]=[CH:9][CH:8]=2)[CH2:12][CH2:13]1)(=[O:25])[CH3:24]. (2) Given the reactants Br[C:2]1[CH:11]=[C:10]2[C:5]([CH:6]([C:14]3[CH:19]=[CH:18][C:17]([Cl:20])=[C:16]([Cl:21])[CH:15]=3)[CH2:7][NH:8][C:9]2([CH3:13])[CH3:12])=[CH:4][CH:3]=1.[B:22]1([B:22]2[O:26][C:25]([CH3:28])([CH3:27])[C:24]([CH3:30])([CH3:29])[O:23]2)[O:26][C:25]([CH3:28])([CH3:27])[C:24]([CH3:30])([CH3:29])[O:23]1.C([O-])(=O)C.[K+], predict the reaction product. The product is: [Cl:21][C:16]1[CH:15]=[C:14]([CH:6]2[C:5]3[C:10](=[CH:11][C:2]([B:22]4[O:26][C:25]([CH3:28])([CH3:27])[C:24]([CH3:30])([CH3:29])[O:23]4)=[CH:3][CH:4]=3)[C:9]([CH3:13])([CH3:12])[NH:8][CH2:7]2)[CH:19]=[CH:18][C:17]=1[Cl:20]. (3) Given the reactants Br[C:2]1[CH:6]=[CH:5][S:4][C:3]=1/[CH:7]=[N:8]/[N:9]=[C:10]([C:17]1[CH:22]=[CH:21][CH:20]=[CH:19][CH:18]=1)[C:11]1[CH:16]=[CH:15][CH:14]=[CH:13][CH:12]=1.[C:23]1([C:29](=[N:36][NH2:37])[C:30]2[CH:35]=[CH:34][CH:33]=[CH:32][CH:31]=2)[CH:28]=[CH:27][CH:26]=[CH:25][CH:24]=1.C([O-])([O-])=O.[Cs+].[Cs+], predict the reaction product. The product is: [C:11]1([C:10]([C:17]2[CH:22]=[CH:21][CH:20]=[CH:19][CH:18]=2)=[N:9]/[N:8]=[CH:7]/[C:3]2[S:4][CH:5]=[CH:6][C:2]=2[NH:37][N:36]=[C:29]([C:23]2[CH:28]=[CH:27][CH:26]=[CH:25][CH:24]=2)[C:30]2[CH:35]=[CH:34][CH:33]=[CH:32][CH:31]=2)[CH:16]=[CH:15][CH:14]=[CH:13][CH:12]=1. (4) Given the reactants [NH2:1][CH2:2][CH2:3][N:4]1[C:12]2[C:7](=[CH:8][C:9]([Cl:13])=[CH:10][CH:11]=2)[CH:6]=[C:5]1[CH2:14][N:15]1[C:19]2=[CH:20][N:21]=[CH:22][CH:23]=[C:18]2[C:17]2([CH2:25][CH2:24]2)[C:16]1=[O:26].C(N(CC)CC)C.[C:34](Cl)(=[O:36])[CH3:35], predict the reaction product. The product is: [Cl:13][C:9]1[CH:8]=[C:7]2[C:12](=[CH:11][CH:10]=1)[N:4]([CH2:3][CH2:2][NH:1][C:34](=[O:36])[CH3:35])[C:5]([CH2:14][N:15]1[C:19]3=[CH:20][N:21]=[CH:22][CH:23]=[C:18]3[C:17]3([CH2:24][CH2:25]3)[C:16]1=[O:26])=[CH:6]2.